Dataset: Forward reaction prediction with 1.9M reactions from USPTO patents (1976-2016). Task: Predict the product of the given reaction. (1) Given the reactants C(N(CC)CC)C.[C:16](O[C:16]([O:18][C:19]([CH3:22])([CH3:21])[CH3:20])=[O:17])([O:18][C:19]([CH3:22])([CH3:21])[CH3:20])=[O:17].[CH2:23]([O:30][C:31](=[O:56])[NH:32][CH2:33][CH2:34][CH2:35][NH:36][CH:37]([CH2:47][NH:48][C:49]([O:51][C:52]([CH3:55])([CH3:54])[CH3:53])=[O:50])[CH2:38][NH:39][C:40]([O:42][C:43]([CH3:46])([CH3:45])[CH3:44])=[O:41])[C:24]1[CH:29]=[CH:28][CH:27]=[CH:26][CH:25]=1, predict the reaction product. The product is: [CH2:23]([O:30][C:31](=[O:56])[NH:32][CH2:33][CH2:34][CH2:35][N:36]([C:16]([O:18][C:19]([CH3:20])([CH3:21])[CH3:22])=[O:17])[CH:37]([CH2:38][NH:39][C:40]([O:42][C:43]([CH3:46])([CH3:45])[CH3:44])=[O:41])[CH2:47][NH:48][C:49]([O:51][C:52]([CH3:55])([CH3:53])[CH3:54])=[O:50])[C:24]1[CH:25]=[CH:26][CH:27]=[CH:28][CH:29]=1. (2) Given the reactants Cl.Cl.[Br:3][C:4]1[CH:10]=[CH:9][C:7]([NH2:8])=[CH:6][C:5]=1[O:11][CH2:12][CH3:13].[N:14]([O-])=O.[Na+].O.O.O.C([O-])(=O)C.[Na+].[C:26]([CH2:28][C:29]([NH2:31])=[O:30])#[N:27], predict the reaction product. The product is: [C:26]([CH2:28][C:29]([NH2:31])=[O:30])#[N:27].[Br:3][C:4]1[CH:10]=[CH:9][C:7]([NH:8]/[N:14]=[C:28](\[C:26]#[N:27])/[C:29]([NH2:31])=[O:30])=[CH:6][C:5]=1[O:11][CH2:12][CH3:13]. (3) Given the reactants [N-:1]([S:9]([C:12]([F:15])([F:14])[F:13])(=[O:11])=[O:10])[S:2]([C:5]([F:8])([F:7])[F:6])(=[O:4])=[O:3].[Li+].[Br-].[CH3:18][N+:19]1[CH:23]=[CH:22][N:21]([CH2:24][CH2:25][CH2:26][CH2:27][CH2:28][CH2:29][CH2:30][CH2:31][CH2:32][CH3:33])[CH:20]=1.ClCCl, predict the reaction product. The product is: [N-:1]([S:2]([C:5]([F:8])([F:6])[F:7])(=[O:4])=[O:3])[S:9]([C:12]([F:15])([F:14])[F:13])(=[O:11])=[O:10].[CH3:18][N+:19]1[CH:23]=[CH:22][N:21]([CH2:24][CH2:25][CH2:26][CH2:27][CH2:28][CH2:29][CH2:30][CH2:31][CH2:32][CH3:33])[CH:20]=1. (4) Given the reactants C(OC([N:8]1[CH2:13][CH2:12][CH2:11][C@@H:10]([CH2:14][NH:15][C:16]([NH:18][C:19]2[CH:24]=[C:23]([C:25]3[N:29]([CH3:30])[N:28]=[N:27][N:26]=3)[CH:22]=[C:21]([CH2:31][CH3:32])[CH:20]=2)=[O:17])[CH2:9]1)=O)(C)(C)C.[ClH:33].O1CCOCC1, predict the reaction product. The product is: [ClH:33].[CH2:31]([C:21]1[CH:20]=[C:19]([NH:18][C:16]([NH:15][CH2:14][C@H:10]2[CH2:11][CH2:12][CH2:13][NH:8][CH2:9]2)=[O:17])[CH:24]=[C:23]([C:25]2[N:29]([CH3:30])[N:28]=[N:27][N:26]=2)[CH:22]=1)[CH3:32].